This data is from Reaction yield outcomes from USPTO patents with 853,638 reactions. The task is: Predict the reaction yield, written as a fraction of the theoretical maximum amount of product (1.0 means a 100% yield; for example, 0.34 means a 34% yield). (1) The reactants are C(=O)([O-])[O-].[K+].[K+].[CH3:7][N:8]1[CH2:13][CH2:12][N:11]([C:14]2[CH:19]=[CH:18][C:17]([C:20]#[C:21][Si](C)(C)C)=[CH:16][N:15]=2)[CH2:10][CH2:9]1. The yield is 1.00. The catalyst is CO. The product is [C:20]([C:17]1[CH:18]=[CH:19][C:14]([N:11]2[CH2:12][CH2:13][N:8]([CH3:7])[CH2:9][CH2:10]2)=[N:15][CH:16]=1)#[CH:21]. (2) The product is [CH3:19][C@@H:18]1[C:13]2[CH2:12][C@H:11]([C:20]([CH3:22])=[CH2:21])[CH2:10][CH2:9][C@H:8]([CH3:7])[C:14]=2[C@H:15]([OH:16])[CH2:17]1.[CH3:19][C@@H:18]1[C:13]2[CH2:12][C@H:11]([C:20]([CH3:22])=[CH2:21])[CH2:10][CH2:9][C@H:8]([CH3:7])[C:14]=2[C@@H:15]([OH:16])[CH2:17]1. The reactants are [H-].[Al+3].[Li+].[H-].[H-].[H-].[CH3:7][C@@H:8]1[C:14]2[C:15]([CH2:17][C@H:18]([CH3:19])[C:13]=2[CH2:12][C@H:11]([C:20]([CH3:22])=[CH2:21])[CH2:10][CH2:9]1)=[O:16].[OH-].[Na+].[O-]S([O-])(=O)=O.[Mg+2]. The yield is 0.350. The catalyst is C(OCC)C. (3) The reactants are [F:1][C:2]1[CH:3]=[N:4][C:5]([NH:8][C:9]2[S:10][C:11]3[CH2:17][CH2:16][N:15]([CH2:18][C:19]4[CH:20]=[C:21]([CH:24]=[CH:25][CH:26]=4)[C:22]#[N:23])[C:14]4[N:27](CC5C=CC(OC)=CC=5)[N:28]=[CH:29][C:13]=4[C:12]=3[N:39]=2)=[N:6][CH:7]=1. The catalyst is C(O)(C(F)(F)F)=O. The product is [F:1][C:2]1[CH:3]=[N:4][C:5]([NH:8][C:9]2[S:10][C:11]3[CH2:17][CH2:16][N:15]([CH2:18][C:19]4[CH:20]=[C:21]([CH:24]=[CH:25][CH:26]=4)[C:22]#[N:23])[C:14]4[NH:27][N:28]=[CH:29][C:13]=4[C:12]=3[N:39]=2)=[N:6][CH:7]=1. The yield is 0.250. (4) The reactants are [F:1][CH:2]([F:17])[C:3]1([C:11]([O:13][CH:14]([CH3:16])[CH3:15])=[O:12])[CH2:6][C:5](OC)([O:7]C)[CH2:4]1.Cl. No catalyst specified. The product is [F:1][CH:2]([F:17])[C:3]1([C:11]([O:13][CH:14]([CH3:15])[CH3:16])=[O:12])[CH2:4][C:5](=[O:7])[CH2:6]1. The yield is 0.610. (5) The reactants are C([O:8][C:9]1[CH:10]=[C:11]([C:15]([C:19]2[CH:24]=[C:23]([O:25][CH3:26])[CH:22]=[C:21]([O:27][CH3:28])[CH:20]=2)=[CH:16][C:17]#[N:18])[CH:12]=[CH:13][CH:14]=1)C1C=CC=CC=1.C1CCCCC=1. The catalyst is [OH-].[OH-].[Pd+2].C(O)C. The product is [CH3:28][O:27][C:21]1[CH:20]=[C:19]([C:15]([C:11]2[CH:12]=[CH:13][CH:14]=[C:9]([OH:8])[CH:10]=2)=[CH:16][C:17]#[N:18])[CH:24]=[C:23]([O:25][CH3:26])[CH:22]=1. The yield is 0.640.